This data is from Retrosynthesis with 50K atom-mapped reactions and 10 reaction types from USPTO. The task is: Predict the reactants needed to synthesize the given product. (1) Given the product CCOC(=O)c1cnn2c(-c3cccc(N)c3)ccnc12, predict the reactants needed to synthesize it. The reactants are: CCOC(=O)c1cnn2c(-c3cccc([N+](=O)[O-])c3)ccnc12. (2) Given the product CCOC(OCC)[C@H](C)NCc1cccc2nsnc12, predict the reactants needed to synthesize it. The reactants are: CCOC(OCC)[C@H](C)N.O=Cc1cccc2nsnc12. (3) Given the product N#CCOc1ccc2cc(-c3cc4ccccc4s3)ccc2c1Br, predict the reactants needed to synthesize it. The reactants are: N#CCOc1ccc2cc(Br)ccc2c1Br.OB(O)c1cc2ccccc2s1. (4) The reactants are: CS(=O)(=O)Cl.Cc1ccc(CO)s1. Given the product Cc1ccc(COS(C)(=O)=O)s1, predict the reactants needed to synthesize it.